From a dataset of Reaction yield outcomes from USPTO patents with 853,638 reactions. Predict the reaction yield, written as a fraction of the theoretical maximum amount of product (1.0 means a 100% yield; for example, 0.34 means a 34% yield). (1) The reactants are [Si:1]([O:18][CH2:19][C:20]([C:23]1[CH:27]=[C:26]([NH:28][C:29]([NH:31][C@@H:32]2[C:41]3[C:36](=[CH:37][CH:38]=[CH:39][CH:40]=3)[C@H:35]([O:42][C:43]3[CH:44]=[CH:45][C:46]4[N:47]([C:49]([N:52]5[CH2:57][CH2:56][CH2:55][CH2:54][C@@H:53]5[CH3:58])=[N:50][N:51]=4)[CH:48]=3)[CH2:34][CH2:33]2)=[O:30])[N:25]([C:59]2[CH:64]=[CH:63][CH:62]=[C:61]([O:65][CH2:66][CH2:67][O:68]C3CCCCO3)[CH:60]=2)[N:24]=1)([CH3:22])[CH3:21])([C:14]([CH3:17])([CH3:16])[CH3:15])([C:8]1[CH:13]=[CH:12][CH:11]=[CH:10][CH:9]=1)[C:2]1[CH:7]=[CH:6][CH:5]=[CH:4][CH:3]=1.C1(C)C=CC(S([O-])(=O)=O)=CC=1.[NH+]1C=CC=CC=1. The catalyst is CO. The product is [Si:1]([O:18][CH2:19][C:20]([C:23]1[CH:27]=[C:26]([NH:28][C:29]([NH:31][C@@H:32]2[C:41]3[C:36](=[CH:37][CH:38]=[CH:39][CH:40]=3)[C@H:35]([O:42][C:43]3[CH:44]=[CH:45][C:46]4[N:47]([C:49]([N:52]5[CH2:57][CH2:56][CH2:55][CH2:54][C@@H:53]5[CH3:58])=[N:50][N:51]=4)[CH:48]=3)[CH2:34][CH2:33]2)=[O:30])[N:25]([C:59]2[CH:64]=[CH:63][CH:62]=[C:61]([O:65][CH2:66][CH2:67][OH:68])[CH:60]=2)[N:24]=1)([CH3:21])[CH3:22])([C:14]([CH3:15])([CH3:17])[CH3:16])([C:8]1[CH:13]=[CH:12][CH:11]=[CH:10][CH:9]=1)[C:2]1[CH:3]=[CH:4][CH:5]=[CH:6][CH:7]=1. The yield is 0.750. (2) The reactants are [Br:1][C:2]1[CH:7]=[CH:6][C:5]([N:8]2[C:19]3[C:11](=[C:12]4[N:16]([C:17](=[O:21])[C:18]=3[CH3:20])[CH2:15][CH2:14][CH2:13]4)[NH:10][C:9]2=[O:22])=[C:4]([F:23])[CH:3]=1.[CH2:24]([C:27]1([S:30](Cl)(=[O:32])=[O:31])[CH2:29][CH2:28]1)[CH:25]=[CH2:26].CO. The catalyst is C(Cl)Cl.CN(C1C=CN=CC=1)C. The product is [CH2:24]([C:27]1([S:30]([N:10]2[C:11]3[C:19](=[C:18]([CH3:20])[C:17](=[O:21])[N:16]4[C:12]=3[CH2:13][CH2:14][CH2:15]4)[N:8]([C:5]3[CH:6]=[CH:7][C:2]([Br:1])=[CH:3][C:4]=3[F:23])[C:9]2=[O:22])(=[O:32])=[O:31])[CH2:29][CH2:28]1)[CH:25]=[CH2:26]. The yield is 0.250.